From a dataset of TCR-epitope binding with 47,182 pairs between 192 epitopes and 23,139 TCRs. Binary Classification. Given a T-cell receptor sequence (or CDR3 region) and an epitope sequence, predict whether binding occurs between them. (1) The epitope is VLWAHGFEL. Result: 1 (the TCR binds to the epitope). The TCR CDR3 sequence is CASSLDLSGEAFF. (2) The epitope is KPLEFGATSAAL. The TCR CDR3 sequence is CASSPGSGVNYGYTF. Result: 0 (the TCR does not bind to the epitope). (3) The TCR CDR3 sequence is CASSYRTGSSSTDTQYF. Result: 1 (the TCR binds to the epitope). The epitope is HTTDPSFLGRY. (4) The epitope is FQPTNGVGY. The TCR CDR3 sequence is CASSLAFGTGAGELFF. Result: 0 (the TCR does not bind to the epitope).